From a dataset of Full USPTO retrosynthesis dataset with 1.9M reactions from patents (1976-2016). Predict the reactants needed to synthesize the given product. (1) Given the product [NH2:1][C@H:2]1[CH2:7][CH2:6][C@H:5]([NH:8][C:10]2[N:18]=[C:17]3[C:13]([N:14]=[CH:15][NH:16]3)=[C:12]([NH:19][C:20]3[CH:21]=[CH:22][C:23]([Cl:26])=[CH:24][CH:25]=3)[N:11]=2)[CH2:4][CH2:3]1, predict the reactants needed to synthesize it. The reactants are: [NH2:1][C@H:2]1[CH2:7][CH2:6][C@H:5]([NH2:8])[CH2:4][CH2:3]1.Cl[C:10]1[N:18]=[C:17]2[C:13]([N:14]=[CH:15][NH:16]2)=[C:12]([NH:19][C:20]2[CH:25]=[CH:24][C:23]([Cl:26])=[CH:22][CH:21]=2)[N:11]=1. (2) Given the product [Cl:17][CH2:18][C:19]([N:9]([C:3]1[C:4]([F:8])=[CH:5][CH:6]=[CH:7][C:2]=1[Cl:1])[C:10]1[CH:11]=[CH:12][C:13]([CH3:16])=[CH:14][CH:15]=1)=[O:20], predict the reactants needed to synthesize it. The reactants are: [Cl:1][C:2]1[CH:7]=[CH:6][CH:5]=[C:4]([F:8])[C:3]=1[NH:9][C:10]1[CH:15]=[CH:14][C:13]([CH3:16])=[CH:12][CH:11]=1.[Cl:17][CH2:18][C:19](Cl)=[O:20]. (3) Given the product [Br:1][C:2]1[C:6]2[CH:7]=[C:8]([C:11]3[CH:16]=[CH:15][CH:14]=[CH:13][CH:12]=3)[CH:9]=[CH:10][C:5]=2[S:4][C:3]=1[N+:17]([O-:19])=[O:18], predict the reactants needed to synthesize it. The reactants are: [Br:1][C:2]1[C:6]2[CH:7]=[C:8]([C:11]3[CH:16]=[CH:15][CH:14]=[CH:13][CH:12]=3)[CH:9]=[CH:10][C:5]=2[S:4][CH:3]=1.[N+:17]([O-])([OH:19])=[O:18]. (4) Given the product [ClH:19].[ClH:19].[N:1]1([C:10]2[N:18]=[C:17]([NH:20][C@@H:21]3[CH2:26][CH2:25][CH2:24][CH2:23][C@@H:22]3[NH2:27])[N:16]=[C:15]3[C:11]=2[N:12]=[CH:13][NH:14]3)[C:5]2[CH:6]=[CH:7][CH:8]=[CH:9][C:4]=2[N:3]=[CH:2]1, predict the reactants needed to synthesize it. The reactants are: [N:1]1([C:10]2[N:18]=[C:17]([Cl:19])[N:16]=[C:15]3[C:11]=2[N:12]=[CH:13][NH:14]3)[C:5]2[CH:6]=[CH:7][CH:8]=[CH:9][C:4]=2[N:3]=[CH:2]1.[NH2:20][C@@H:21]1[CH2:26][CH2:25][CH2:24][CH2:23][C@@H:22]1[NH2:27]. (5) Given the product [CH2:15]([O:14][C:12]1[C:11]([C:17]([F:18])([F:20])[F:19])=[CH:10][C:9]2[NH:21][C:22](=[O:40])[CH2:23][C:24]([C:26]3[CH:31]=[CH:30][CH:29]=[C:28]([C:32]4[CH:33]=[N:34][C:35]([CH2:38][CH3:39])=[CH:36][CH:37]=4)[CH:27]=3)=[N:7][C:8]=2[CH:13]=1)[CH3:16], predict the reactants needed to synthesize it. The reactants are: C(OC(=O)[NH:7][C:8]1[CH:13]=[C:12]([O:14][CH2:15][CH3:16])[C:11]([C:17]([F:20])([F:19])[F:18])=[CH:10][C:9]=1[NH:21][C:22](=[O:40])[CH2:23][C:24]([C:26]1[CH:31]=[CH:30][CH:29]=[C:28]([C:32]2[CH:33]=[N:34][C:35]([CH2:38][CH3:39])=[CH:36][CH:37]=2)[CH:27]=1)=O)(C)(C)C.C(O)(C(F)(F)F)=O. (6) Given the product [N:26]1([C:2]2[CH:7]=[C:6]([N:8]3[CH:17]([CH3:18])[CH2:16][C:15]4[C:10](=[CH:11][C:12]([C:19]5[CH:20]=[N:21][N:22]([CH3:24])[CH:23]=5)=[CH:13][CH:14]=4)[CH2:9]3)[N:5]=[C:4]([NH2:25])[N:3]=2)[CH2:32][CH2:31][CH2:30][NH:29][CH2:28][CH2:27]1, predict the reactants needed to synthesize it. The reactants are: Cl[C:2]1[CH:7]=[C:6]([N:8]2[CH:17]([CH3:18])[CH2:16][C:15]3[C:10](=[CH:11][C:12]([C:19]4[CH:20]=[N:21][N:22]([CH3:24])[CH:23]=4)=[CH:13][CH:14]=3)[CH2:9]2)[N:5]=[C:4]([NH2:25])[N:3]=1.[NH:26]1[CH2:32][CH2:31][CH2:30][NH:29][CH2:28][CH2:27]1.C(N(CC)C(C)C)(C)C.C(O)(C)(C)C. (7) Given the product [Cl:1][C:2]1[CH:3]=[C:4]([NH:9][CH2:10][C:11]2[CH:16]=[CH:15][C:14]([C:17]([F:20])([F:18])[F:19])=[CH:13][C:12]=2[C:21]2[CH:22]=[CH:23][C:24]([C:27]([NH:29][CH2:30][CH2:31][C:32]([OH:34])=[O:33])=[O:28])=[N:25][CH:26]=2)[CH:5]=[CH:6][C:7]=1[C:41]1[CH:42]=[CH:43][C:38]([F:37])=[C:39]([C:47]([F:50])([F:49])[F:48])[CH:40]=1, predict the reactants needed to synthesize it. The reactants are: [Cl:1][C:2]1[CH:3]=[C:4]([NH:9][CH2:10][C:11]2[CH:16]=[CH:15][C:14]([C:17]([F:20])([F:19])[F:18])=[CH:13][C:12]=2[C:21]2[CH:22]=[CH:23][C:24]([C:27]([NH:29][CH2:30][CH2:31][C:32]([O:34]CC)=[O:33])=[O:28])=[N:25][CH:26]=2)[CH:5]=[CH:6][C:7]=1I.[F:37][C:38]1[CH:43]=[CH:42][C:41](B(O)O)=[CH:40][C:39]=1[C:47]([F:50])([F:49])[F:48].C([O-])([O-])=O.[K+].[K+].O.